This data is from Full USPTO retrosynthesis dataset with 1.9M reactions from patents (1976-2016). The task is: Predict the reactants needed to synthesize the given product. (1) Given the product [Cl:4][C:5]1[N:10]=[CH:9][C:8]([C:11]([NH:3][CH2:1][CH3:2])=[O:12])=[CH:7][CH:6]=1, predict the reactants needed to synthesize it. The reactants are: [CH2:1]([NH2:3])[CH3:2].[Cl:4][C:5]1[N:10]=[CH:9][C:8]([C:11](Cl)=[O:12])=[CH:7][CH:6]=1. (2) Given the product [Cl:1][C:2]1[CH:24]=[CH:23][C:5]([CH2:6][NH:7][C:8]([C:10]2[C:11](=[O:22])[C:12]3[CH:19]=[C:18]([CH2:20][N:35]([CH2:36][CH:37]([OH:38])[C:39]4[N:40]=[CH:41][N:42]([C:44]([C:57]5[CH:58]=[CH:59][CH:60]=[CH:61][CH:62]=5)([C:51]5[CH:52]=[CH:53][CH:54]=[CH:55][CH:56]=5)[C:45]5[CH:50]=[CH:49][CH:48]=[CH:47][CH:46]=5)[CH:43]=4)[CH3:34])[S:17][C:13]=3[N:14]([CH3:16])[CH:15]=2)=[O:9])=[CH:4][CH:3]=1, predict the reactants needed to synthesize it. The reactants are: [Cl:1][C:2]1[CH:24]=[CH:23][C:5]([CH2:6][NH:7][C:8]([C:10]2[C:11](=[O:22])[C:12]3[CH:19]=[C:18]([CH2:20]Cl)[S:17][C:13]=3[N:14]([CH3:16])[CH:15]=2)=[O:9])=[CH:4][CH:3]=1.C(N(CC)C(C)C)(C)C.[CH3:34][NH:35][CH2:36][CH:37]([C:39]1[N:40]=[CH:41][N:42]([C:44]([C:57]2[CH:62]=[CH:61][CH:60]=[CH:59][CH:58]=2)([C:51]2[CH:56]=[CH:55][CH:54]=[CH:53][CH:52]=2)[C:45]2[CH:50]=[CH:49][CH:48]=[CH:47][CH:46]=2)[CH:43]=1)[OH:38].O. (3) Given the product [NH2:8][C:7]1[C:22]([C:23]([O:25][CH2:26][CH3:27])=[O:24])=[C:21]([CH3:28])[N:1]=[C:2]2[N:3]([CH2:9][C:10]3[CH:15]=[CH:14][C:13]([F:16])=[C:12]([F:17])[CH:11]=3)[CH:4]=[CH:5][C:6]=12, predict the reactants needed to synthesize it. The reactants are: [NH2:1][C:2]1[N:3]([CH2:9][C:10]2[CH:15]=[CH:14][C:13]([F:16])=[C:12]([F:17])[CH:11]=2)[CH:4]=[CH:5][C:6]=1[C:7]#[N:8].C(O/[C:21](/[CH3:28])=[CH:22]/[C:23]([O:25][CH2:26][CH3:27])=[O:24])C.O.CC1C=CC(S(O)(=O)=O)=CC=1.[O-]CC.[Na+].Cl.O. (4) Given the product [O:1]=[C:2]1[CH2:7][O:6][CH2:5][C@H:4]2[CH2:8][CH2:9][C@@H:10]([C:12]([OH:14])=[O:13])[CH2:11][N:3]12, predict the reactants needed to synthesize it. The reactants are: [O:1]=[C:2]1[CH2:7][O:6][CH2:5][CH:4]2[CH2:8][CH2:9][CH:10]([C:12]([O:14]C)=[O:13])[CH2:11][N:3]12.O.[OH-].[Li+]. (5) The reactants are: [C:1]1([CH:7]2[CH2:11][CH2:10][CH2:9][C:8]2=[O:12])[CH:6]=[CH:5][CH:4]=[CH:3][CH:2]=1.[C:13](Cl)([N:15]=[C:16]=[O:17])=[O:14]. Given the product [C:1]1([CH:7]2[C:8]3[O:12][C:16](=[O:17])[NH:15][C:13](=[O:14])[C:9]=3[CH2:10][CH2:11]2)[CH:6]=[CH:5][CH:4]=[CH:3][CH:2]=1, predict the reactants needed to synthesize it. (6) Given the product [CH:18]1([NH:17][C:16]2[N:11]3[N:10]=[C:9]([NH:8][C:6](=[O:7])[C:5]4[CH:25]=[CH:26][C:2]([NH:27][CH2:28][CH2:29][CH2:30][OH:31])=[N:3][CH:4]=4)[N:24]=[C:12]3[CH:13]=[CH:14][CH:15]=2)[CH2:23][CH2:22][CH2:21][CH2:20][CH2:19]1, predict the reactants needed to synthesize it. The reactants are: Cl[C:2]1[CH:26]=[CH:25][C:5]([C:6]([NH:8][C:9]2[N:24]=[C:12]3[CH:13]=[CH:14][CH:15]=[C:16]([NH:17][CH:18]4[CH2:23][CH2:22][CH2:21][CH2:20][CH2:19]4)[N:11]3[N:10]=2)=[O:7])=[CH:4][N:3]=1.[NH2:27][CH2:28][CH2:29][CH2:30][OH:31].C(N(CC)C(C)C)(C)C. (7) Given the product [Cl:23][C:20]1[CH:21]=[CH:22][C:17]([CH2:16][N:12]2[C:13]3[C:14](=[O:15])[N:6]([CH2:5][CH2:4][CH2:3][NH:2][S:39]([CH3:38])(=[O:41])=[O:40])[C:7](=[O:37])[N:8]([CH3:36])[C:9]=3[N:10]=[C:11]2[O:24][C:25]2[CH:30]=[CH:29][CH:28]=[C:27]([O:31][C:32]([F:34])([F:33])[F:35])[CH:26]=2)=[CH:18][CH:19]=1, predict the reactants needed to synthesize it. The reactants are: Cl.[NH2:2][CH2:3][CH2:4][CH2:5][N:6]1[C:14](=[O:15])[C:13]2[N:12]([CH2:16][C:17]3[CH:22]=[CH:21][C:20]([Cl:23])=[CH:19][CH:18]=3)[C:11]([O:24][C:25]3[CH:30]=[CH:29][CH:28]=[C:27]([O:31][C:32]([F:35])([F:34])[F:33])[CH:26]=3)=[N:10][C:9]=2[N:8]([CH3:36])[C:7]1=[O:37].[CH3:38][S:39](Cl)(=[O:41])=[O:40]. (8) Given the product [CH3:1][O:2][C:3]1[CH:4]=[CH:5][C:6]([NH:9][C:10]2[C:11](=[O:22])[N:12]([CH2:26][CH2:25][C:24]([F:29])([F:28])[F:23])[C:13](=[O:21])[C:14]=2[C:15]2[CH:20]=[CH:19][CH:18]=[CH:17][CH:16]=2)=[CH:7][CH:8]=1, predict the reactants needed to synthesize it. The reactants are: [CH3:1][O:2][C:3]1[CH:8]=[CH:7][C:6]([NH:9][C:10]2[C:11](=[O:22])[NH:12][C:13](=[O:21])[C:14]=2[C:15]2[CH:20]=[CH:19][CH:18]=[CH:17][CH:16]=2)=[CH:5][CH:4]=1.[F:23][C:24]([F:29])([F:28])[CH2:25][CH2:26]O.N(C(OCC)=O)=NC(OCC)=O.C1(P(C2C=CC=CC=2)C2C=CC=CC=2)C=CC=CC=1.